This data is from Forward reaction prediction with 1.9M reactions from USPTO patents (1976-2016). The task is: Predict the product of the given reaction. Given the reactants [CH2:1]([C:5]1[N:9]([CH2:10][C:11]2[CH:16]=[CH:15][C:14]([C:17]3[C:18]([C:23]#[N:24])=[CH:19][CH:20]=[CH:21][CH:22]=3)=[CH:13][CH:12]=2)[C:8](=[O:25])[NH:7][N:6]=1)[CH2:2][CH2:3][CH3:4].[H-].[Na+].Br[CH2:29][C:30]([C:32]1[CH:37]=[CH:36][C:35]([O:38][CH3:39])=[CH:34][CH:33]=1)=[O:31].[Cl-].O[NH3+:42].[C:43](=[O:46])([O-])[OH:44].[Na+], predict the reaction product. The product is: [CH2:1]([C:5]1[N:9]([CH2:10][C:11]2[CH:16]=[CH:15][C:14]([C:17]3[CH:22]=[CH:21][CH:20]=[CH:19][C:18]=3[C:23]3[NH:42][C:43](=[O:46])[O:44][N:24]=3)=[CH:13][CH:12]=2)[C:8](=[O:25])[N:7]([CH2:29][C:30]([C:32]2[CH:37]=[CH:36][C:35]([O:38][CH3:39])=[CH:34][CH:33]=2)=[O:31])[N:6]=1)[CH2:2][CH2:3][CH3:4].